Task: Predict the reactants needed to synthesize the given product.. Dataset: Full USPTO retrosynthesis dataset with 1.9M reactions from patents (1976-2016) (1) Given the product [C:1]([NH:8][N:9]1[C:15](=[O:16])[CH:14]([CH2:32][CH:33]([CH3:35])[CH3:34])[C:13]2[CH:17]=[CH:18][CH:19]=[CH:20][C:12]=2[C:11]2[CH:21]=[CH:22][CH:23]=[CH:24][C:10]1=2)([O:3][C:4]([CH3:7])([CH3:6])[CH3:5])=[O:2], predict the reactants needed to synthesize it. The reactants are: [C:1]([NH:8][N:9]1[C:15](=[O:16])[CH2:14][C:13]2[CH:17]=[CH:18][CH:19]=[CH:20][C:12]=2[C:11]2[CH:21]=[CH:22][CH:23]=[CH:24][C:10]1=2)([O:3][C:4]([CH3:7])([CH3:6])[CH3:5])=[O:2].C([O-])([O-])=O.[Cs+].[Cs+].I[CH2:32][CH:33]([CH3:35])[CH3:34]. (2) The reactants are: [Br:1][C:2]1[CH:3]=[C:4]([CH:21]=[CH:22][C:23]=1I)[C:5]([NH:7][S:8]([C:11]1[CH:16]=[CH:15][CH:14]=[CH:13][C:12]=1[S:17](=[O:20])(=[O:19])[NH2:18])(=[O:10])=[O:9])=[O:6].[O:25]1[C:29]2[CH:30]=[CH:31][CH:32]=[CH:33][C:28]=2[CH:27]=[C:26]1B(O)O. Given the product [O:25]1[C:29]2[CH:30]=[CH:31][CH:32]=[CH:33][C:28]=2[CH:27]=[C:26]1[C:23]1[CH:22]=[CH:21][C:4]([C:5]([NH:7][S:8]([C:11]2[CH:16]=[CH:15][CH:14]=[CH:13][C:12]=2[S:17](=[O:20])(=[O:19])[NH2:18])(=[O:10])=[O:9])=[O:6])=[CH:3][C:2]=1[Br:1], predict the reactants needed to synthesize it. (3) Given the product [C:15]([O:18][C:19]([N:4]1[C:5]2[C:10](=[CH:9][C:8]([N+:11]([O-:13])=[O:12])=[CH:7][CH:6]=2)[C:2]([I:1])=[N:3]1)=[O:20])([CH3:17])([CH3:16])[CH3:14], predict the reactants needed to synthesize it. The reactants are: [I:1][C:2]1[C:10]2[C:5](=[CH:6][CH:7]=[C:8]([N+:11]([O-:13])=[O:12])[CH:9]=2)[NH:4][N:3]=1.[CH3:14][C:15]([O:18][C:19](O[C:19]([O:18][C:15]([CH3:17])([CH3:16])[CH3:14])=[O:20])=[O:20])([CH3:17])[CH3:16].[OH-].[Na+]. (4) Given the product [CH3:21][CH:8]1[O:7][C:6](=[O:9])[N:5]([C:11]2[CH:16]=[CH:15][N:14]3[N:17]=[CH:18][CH:19]=[C:13]3[N:12]=2)[CH2:4]1, predict the reactants needed to synthesize it. The reactants are: C([C@H:4]1[CH2:8][O:7][C:6](=[O:9])[NH:5]1)(C)C.Cl[C:11]1[CH:16]=[CH:15][N:14]2[N:17]=[CH:18][CH:19]=[C:13]2[N:12]=1.Br[C:21]1C=NN2C=CC(Cl)=NC=12. (5) Given the product [O:1]1[CH2:61][CH:60]1[C:56]1[CH:55]=[C:54]2[C:59](=[CH:58][CH:57]=1)[C:49]1[S:48][C:47]([C:41]3[O:40][N:39]=[C:38]([C:32]4[CH:33]=[CH:34][CH:35]=[CH:36][CH:37]=4)[C:42]=3[C:43]([F:46])([F:44])[F:45])=[N:51][C:50]=1[CH2:52][CH2:53]2, predict the reactants needed to synthesize it. The reactants are: [O:1]1CC1C1C=C2C(=CC=1)C1=NOC(C3C(C(F)(F)F)=C(C4C=CC=CC=4)ON=3)=C1CC2.[C:32]1([C:38]2[C:42]([C:43]([F:46])([F:45])[F:44])=[C:41]([C:47]3[S:48][C:49]4[C:59]5[C:54](=[CH:55][C:56]([CH:60]=[CH2:61])=[CH:57][CH:58]=5)[CH2:53][CH2:52][C:50]=4[N:51]=3)[O:40][N:39]=2)[CH:37]=[CH:36][CH:35]=[CH:34][CH:33]=1. (6) Given the product [NH:1]1[C:9]2[C:4](=[CH:5][C:6]([NH:10][C:11]3[C:12]4[CH:19]=[C:18]([C:20]([OH:22])=[O:21])[NH:17][C:13]=4[N:14]=[CH:15][N:16]=3)=[CH:7][CH:8]=2)[CH:3]=[N:2]1, predict the reactants needed to synthesize it. The reactants are: [NH:1]1[C:9]2[C:4](=[CH:5][C:6]([NH:10][C:11]3[C:12]4[CH:19]=[C:18]([C:20]([O:22]CC)=[O:21])[NH:17][C:13]=4[N:14]=[CH:15][N:16]=3)=[CH:7][CH:8]=2)[CH:3]=[N:2]1.[OH-].[Na+].